This data is from Peptide-MHC class I binding affinity with 185,985 pairs from IEDB/IMGT. The task is: Regression. Given a peptide amino acid sequence and an MHC pseudo amino acid sequence, predict their binding affinity value. This is MHC class I binding data. (1) The peptide sequence is FHRKKTDAL. The MHC is HLA-A31:01 with pseudo-sequence HLA-A31:01. The binding affinity (normalized) is 0.0847. (2) The peptide sequence is LEDFKPRSQM. The MHC is HLA-B40:01 with pseudo-sequence HLA-B40:01. The binding affinity (normalized) is 0.323. (3) The peptide sequence is TDYWQVTWI. The MHC is Mamu-A11 with pseudo-sequence Mamu-A11. The binding affinity (normalized) is 0.308.